Dataset: Reaction yield outcomes from USPTO patents with 853,638 reactions. Task: Predict the reaction yield, written as a fraction of the theoretical maximum amount of product (1.0 means a 100% yield; for example, 0.34 means a 34% yield). (1) The reactants are [NH2:1][C@H:2]([C:17]1[CH:22]=[CH:21][CH:20]=[CH:19][CH:18]=1)[C:3]12[N:9]([C:10]([O:12][C:13]([CH3:16])([CH3:15])[CH3:14])=[O:11])[CH:6]([CH2:7][CH2:8]1)[CH2:5][CH2:4]2.CCN(C(C)C)C(C)C.Cl[C:33]([O:35][CH2:36][C:37]1[CH:42]=[CH:41][CH:40]=[CH:39][CH:38]=1)=[O:34]. The catalyst is ClCCl. The product is [CH2:36]([O:35][C:33]([NH:1][C@H:2]([C:17]1[CH:18]=[CH:19][CH:20]=[CH:21][CH:22]=1)[C:3]12[N:9]([C:10]([O:12][C:13]([CH3:16])([CH3:14])[CH3:15])=[O:11])[CH:6]([CH2:7][CH2:8]1)[CH2:5][CH2:4]2)=[O:34])[C:37]1[CH:42]=[CH:41][CH:40]=[CH:39][CH:38]=1. The yield is 0.940. (2) The reactants are [N:1]([C@@H:4]([CH:8]([CH2:11][CH3:12])[CH2:9][CH3:10])[C:5]([OH:7])=[O:6])=[N+]=[N-].C(O)(=O)C. The catalyst is [Pd].O. The product is [NH2:1][C@@H:4]([CH:8]([CH2:11][CH3:12])[CH2:9][CH3:10])[C:5]([OH:7])=[O:6]. The yield is 0.790. (3) The reactants are [CH:1]1([CH2:7][C:8]([NH:10][C@@H:11]([C:37]([CH3:40])([CH3:39])[CH3:38])[C:12]([N:14]2[C@H:29]([C:30]([O:32]C(C)(C)C)=[O:31])[CH2:28][C@:16]3([O:20][C:19](=[O:21])[N:18]([C:22]4[CH:27]=[CH:26][CH:25]=[CH:24][CH:23]=4)[CH2:17]3)[CH2:15]2)=[O:13])=[O:9])[CH2:6][CH2:5][CH2:4][CH2:3][CH2:2]1.C(O)(C(F)(F)F)=O. The catalyst is C(Cl)Cl. The product is [CH:1]1([CH2:7][C:8]([NH:10][C@@H:11]([C:37]([CH3:40])([CH3:39])[CH3:38])[C:12]([N:14]2[C@H:29]([C:30]([OH:32])=[O:31])[CH2:28][C@:16]3([O:20][C:19](=[O:21])[N:18]([C:22]4[CH:23]=[CH:24][CH:25]=[CH:26][CH:27]=4)[CH2:17]3)[CH2:15]2)=[O:13])=[O:9])[CH2:2][CH2:3][CH2:4][CH2:5][CH2:6]1. The yield is 1.00.